From a dataset of TCR-epitope binding with 47,182 pairs between 192 epitopes and 23,139 TCRs. Binary Classification. Given a T-cell receptor sequence (or CDR3 region) and an epitope sequence, predict whether binding occurs between them. The epitope is KTWGQYWQV. The TCR CDR3 sequence is CASSWGGLNEQFF. Result: 0 (the TCR does not bind to the epitope).